From a dataset of NCI-60 drug combinations with 297,098 pairs across 59 cell lines. Regression. Given two drug SMILES strings and cell line genomic features, predict the synergy score measuring deviation from expected non-interaction effect. (1) Drug 1: CC12CCC3C(C1CCC2=O)CC(=C)C4=CC(=O)C=CC34C. Drug 2: CCC1(C2=C(COC1=O)C(=O)N3CC4=CC5=C(C=CC(=C5CN(C)C)O)N=C4C3=C2)O.Cl. Cell line: OVCAR-5. Synergy scores: CSS=48.0, Synergy_ZIP=-3.58, Synergy_Bliss=-2.04, Synergy_Loewe=-8.53, Synergy_HSA=-1.22. (2) Drug 1: CC(C)(C#N)C1=CC(=CC(=C1)CN2C=NC=N2)C(C)(C)C#N. Drug 2: CC1C(C(CC(O1)OC2CC(CC3=C2C(=C4C(=C3O)C(=O)C5=C(C4=O)C(=CC=C5)OC)O)(C(=O)CO)O)N)O.Cl. Cell line: A549. Synergy scores: CSS=40.2, Synergy_ZIP=4.29, Synergy_Bliss=2.67, Synergy_Loewe=1.97, Synergy_HSA=3.16. (3) Drug 1: COC1=NC(=NC2=C1N=CN2C3C(C(C(O3)CO)O)O)N. Drug 2: CC1C(C(CC(O1)OC2CC(CC3=C2C(=C4C(=C3O)C(=O)C5=CC=CC=C5C4=O)O)(C(=O)C)O)N)O. Cell line: NCI-H322M. Synergy scores: CSS=43.6, Synergy_ZIP=-3.59, Synergy_Bliss=-0.533, Synergy_Loewe=-55.7, Synergy_HSA=0.983. (4) Drug 1: CC1C(C(CC(O1)OC2CC(CC3=C2C(=C4C(=C3O)C(=O)C5=C(C4=O)C(=CC=C5)OC)O)(C(=O)C)O)N)O.Cl. Drug 2: C1C(C(OC1N2C=C(C(=O)NC2=O)F)CO)O. Cell line: 786-0. Synergy scores: CSS=29.2, Synergy_ZIP=-6.14, Synergy_Bliss=-3.42, Synergy_Loewe=-0.553, Synergy_HSA=-0.197. (5) Drug 2: C1CC(C1)(C(=O)O)C(=O)O.[NH2-].[NH2-].[Pt+2]. Drug 1: CCC(=C(C1=CC=CC=C1)C2=CC=C(C=C2)OCCN(C)C)C3=CC=CC=C3.C(C(=O)O)C(CC(=O)O)(C(=O)O)O. Synergy scores: CSS=20.8, Synergy_ZIP=2.61, Synergy_Bliss=1.55, Synergy_Loewe=5.23, Synergy_HSA=5.70. Cell line: SK-MEL-5. (6) Drug 1: CCC(=C(C1=CC=CC=C1)C2=CC=C(C=C2)OCCN(C)C)C3=CC=CC=C3.C(C(=O)O)C(CC(=O)O)(C(=O)O)O. Drug 2: C1=NNC2=C1C(=O)NC=N2. Cell line: HCC-2998. Synergy scores: CSS=11.0, Synergy_ZIP=-8.22, Synergy_Bliss=-9.28, Synergy_Loewe=-14.0, Synergy_HSA=-7.96.